This data is from Full USPTO retrosynthesis dataset with 1.9M reactions from patents (1976-2016). The task is: Predict the reactants needed to synthesize the given product. Given the product [CH3:24][N:3]1[C:4]2[CH:20]=[CH:19][CH:18]=[CH:17][C:5]=2[N:6]([CH2:7][CH2:8][NH:9][C:10](=[O:16])[O:11][C:12]([CH3:15])([CH3:14])[CH3:13])[C:2]1=[O:1], predict the reactants needed to synthesize it. The reactants are: [O:1]=[C:2]1[N:6]([CH2:7][CH2:8][NH:9][C:10](=[O:16])[O:11][C:12]([CH3:15])([CH3:14])[CH3:13])[C:5]2[CH:17]=[CH:18][CH:19]=[CH:20][C:4]=2[NH:3]1.[H-].[Na+].I[CH3:24].